Predict the reaction yield, written as a fraction of the theoretical maximum amount of product (1.0 means a 100% yield; for example, 0.34 means a 34% yield). From a dataset of Reaction yield outcomes from USPTO patents with 853,638 reactions. (1) The yield is 0.970. The reactants are [CH3:1][O:2][C:3]([C@H:5]1[CH2:9][C@@H:8]([NH2:10])[CH:7]=[CH:6]1)=[O:4].C([O-])(=O)[C@@H](C1C=CC=CC=1)O.[C:22](O[C:22]([O:24][C:25]([CH3:28])([CH3:27])[CH3:26])=[O:23])([O:24][C:25]([CH3:28])([CH3:27])[CH3:26])=[O:23].C(=O)([O-])[O-].[Na+].[Na+].CCCCCCC. The product is [CH3:1][O:2][C:3]([C@H:5]1[CH2:9][C@@H:8]([NH:10][C:22]([O:24][C:25]([CH3:28])([CH3:27])[CH3:26])=[O:23])[CH:7]=[CH:6]1)=[O:4]. The catalyst is O. (2) The reactants are Cl.[CH:2]1([C:5]#[C:6][C:7]2[CH:8]=[C:9]3[C:13](=[CH:14][CH:15]=2)[CH2:12][C:11]2([CH2:20][CH2:19][CH:18]([O:21][CH3:22])[CH2:17][CH2:16]2)[C:10]3=[N:23]S(C(C)(C)C)=O)[CH2:4][CH2:3]1. The catalyst is O1CCOCC1. The product is [CH:2]1([C:5]#[C:6][C:7]2[CH:8]=[C:9]3[C:13]([CH2:12][C:11]4([CH2:20][CH2:19][CH:18]([O:21][CH3:22])[CH2:17][CH2:16]4)[C:10]3=[NH:23])=[CH:14][CH:15]=2)[CH2:3][CH2:4]1. The yield is 1.00. (3) The reactants are [C:1]([O:5][CH2:6][C:7]1[CH:8]=[C:9]([C:13]2[N:21]3[C:16]([CH:17]=[N:18][C:19](O)=[N:20]3)=[CH:15][CH:14]=2)[CH:10]=[CH:11][CH:12]=1)([CH3:4])([CH3:3])[CH3:2].[NH2:23][C:24]1[CH:25]=[C:26]([CH:31]=[CH:32][CH:33]=1)[NH:27][C:28](=[O:30])[CH3:29]. No catalyst specified. The product is [C:1]([O:5][CH2:6][C:7]1[CH:8]=[C:9]([C:13]2[N:21]3[C:16]([CH:17]=[N:18][C:19]([NH:23][C:24]4[CH:25]=[C:26]([NH:27][C:28](=[O:30])[CH3:29])[CH:31]=[CH:32][CH:33]=4)=[N:20]3)=[CH:15][CH:14]=2)[CH:10]=[CH:11][CH:12]=1)([CH3:4])([CH3:3])[CH3:2]. The yield is 0.390. (4) The reactants are [OH-].[K+].[C:3]([C:6]1[N:11]=[C:10]([C:12]2[CH:17]=[CH:16][C:15]([C:18]3[CH:23]=[CH:22][C:21]([CH:24]([CH3:29])[C:25]([O:27]C)=[O:26])=[CH:20][C:19]=3[Cl:30])=[CH:14][CH:13]=2)[C:9]([CH3:31])=[N:8][C:7]=1[CH3:32])(=[O:5])[NH2:4].Cl. The catalyst is C(O)(C)(C)C. The product is [C:3]([C:6]1[N:11]=[C:10]([C:12]2[CH:13]=[CH:14][C:15]([C:18]3[CH:23]=[CH:22][C:21]([CH:24]([CH3:29])[C:25]([OH:27])=[O:26])=[CH:20][C:19]=3[Cl:30])=[CH:16][CH:17]=2)[C:9]([CH3:31])=[N:8][C:7]=1[CH3:32])(=[O:5])[NH2:4]. The yield is 0.748. (5) The reactants are [NH2:1][C:2]1[C:11]2[C:6](=[C:7](Br)[CH:8]=[CH:9][CH:10]=2)[N:5]=[N:4][C:3]=1[C:13]([NH:15][CH3:16])=[O:14].[CH3:17][O:18][C:19]1[CH:24]=[CH:23][C:22]([O:25][CH3:26])=[CH:21][C:20]=1B(O)O.C(=O)([O-])[O-].[K+].[K+]. The catalyst is O1CCCC1.C(O)C.O. The product is [NH2:1][C:2]1[C:11]2[C:6](=[C:7]([C:23]3[CH:24]=[C:19]([O:18][CH3:17])[CH:20]=[CH:21][C:22]=3[O:25][CH3:26])[CH:8]=[CH:9][CH:10]=2)[N:5]=[N:4][C:3]=1[C:13]([NH:15][CH3:16])=[O:14]. The yield is 0.590. (6) The reactants are [S:1]([N:11]1[C:19]2[CH:18]=[CH:17][N:16]=[C:15]([C:20](=O)[CH3:21])[C:14]=2[CH:13]=[CH:12]1)([C:4]1[CH:10]=[CH:9][C:7]([CH3:8])=[CH:6][CH:5]=1)(=[O:3])=[O:2].Cl.[NH2:24][OH:25].CC([O-])=O.[Na+]. The yield is 0.976. The product is [S:1]([N:11]1[C:19]2[CH:18]=[CH:17][N:16]=[C:15]([C:20](=[N:24][OH:25])[CH3:21])[C:14]=2[CH:13]=[CH:12]1)([C:4]1[CH:10]=[CH:9][C:7]([CH3:8])=[CH:6][CH:5]=1)(=[O:3])=[O:2]. The catalyst is CO. (7) The product is [N:1]1[CH:6]=[C:5]([CH:7]([C:9]2[CH:10]=[C:11]3[C:16](=[C:17]([C:19]([O:21][CH3:22])=[O:20])[CH:18]=2)[N:15]=[CH:14][CH:13]=[CH:12]3)[CH3:8])[CH:4]=[N:3][CH:2]=1. The catalyst is CO.[Pd]. The reactants are [N:1]1[CH:6]=[C:5]([C:7]([C:9]2[CH:10]=[C:11]3[C:16](=[C:17]([C:19]([O:21][CH3:22])=[O:20])[CH:18]=2)[N:15]=[CH:14][CH:13]=[CH:12]3)=[CH2:8])[CH:4]=[N:3][CH:2]=1. The yield is 0.960.